From a dataset of Full USPTO retrosynthesis dataset with 1.9M reactions from patents (1976-2016). Predict the reactants needed to synthesize the given product. (1) Given the product [CH2:26]([N:16]1[CH:17]=[C:18]([C:20](=[O:25])[CH2:21][CH:22]([CH3:23])[CH3:24])[CH:19]=[C:15]1[C:13]([C:10]1[CH:11]=[CH:12][C:7]([O:6][CH2:4][CH2:3][CH:2]([CH3:1])[CH3:38])=[C:8]([CH2:31][CH2:32][C:33]([O:35][CH2:36][CH2:37][CH:49]([CH3:50])[CH3:48])=[O:34])[CH:9]=1)=[O:14])[CH2:27][CH:28]([CH3:29])[CH3:30], predict the reactants needed to synthesize it. The reactants are: [CH3:1][CH:2]([CH3:38])[CH2:3][C:4]([O:6][C:7]1[CH:12]=[CH:11][C:10]([C:13]([C:15]2[N:16]([CH2:26][CH2:27][CH:28]([CH3:30])[CH3:29])[CH:17]=[C:18]([C:20](=[O:25])[CH2:21][CH:22]([CH3:24])[CH3:23])[CH:19]=2)=[O:14])=[CH:9][C:8]=1[CH2:31][CH2:32][C:33]([O:35][CH2:36][CH3:37])=[O:34])=O.[OH-].[Na+].Cl.C(=O)([O-])[O-].[K+].[K+].[CH2:48](I)[CH2:49][CH:50](C)C. (2) Given the product [F:19][C:16]1[CH:17]=[CH:18][C:13]([S:10]([N:9]2[CH2:8][C:7]([CH3:21])([CH3:20])[O:6][C:5]3[CH:22]=[CH:23][C:2]([NH2:37])=[CH:3][C:4]2=3)(=[O:12])=[O:11])=[CH:14][CH:15]=1, predict the reactants needed to synthesize it. The reactants are: Br[C:2]1[CH:23]=[CH:22][C:5]2[O:6][C:7]([CH3:21])([CH3:20])[CH2:8][N:9]([S:10]([C:13]3[CH:18]=[CH:17][C:16]([F:19])=[CH:15][CH:14]=3)(=[O:12])=[O:11])[C:4]=2[CH:3]=1.C(=[NH:37])(C1C=CC=CC=1)C1C=CC=CC=1.C(=O)([O-])[O-].[Cs+].[Cs+]. (3) Given the product [Cl:31][C:32]1[CH:37]=[CH:36][CH:35]=[CH:34][C:33]=1[C:20]1[C:21]2[C:26](=[CH:25][CH:24]=[CH:23][CH:22]=2)[N:18]([S:15]([C:12]2[CH:13]=[CH:14][C:9]([C:8]([NH:7][CH2:6][C:5]3[CH:29]=[CH:30][C:2]([F:1])=[CH:3][CH:4]=3)=[O:28])=[CH:10][CH:11]=2)(=[O:17])=[O:16])[CH:19]=1, predict the reactants needed to synthesize it. The reactants are: [F:1][C:2]1[CH:30]=[CH:29][C:5]([CH2:6][NH:7][C:8](=[O:28])[C:9]2[CH:14]=[CH:13][C:12]([S:15]([N:18]3[C:26]4[C:21](=[CH:22][CH:23]=[CH:24][CH:25]=4)[C:20](I)=[CH:19]3)(=[O:17])=[O:16])=[CH:11][CH:10]=2)=[CH:4][CH:3]=1.[Cl:31][C:32]1[CH:37]=[CH:36][CH:35]=[CH:34][C:33]=1B(O)O.C(Cl)Cl.C([O-])([O-])=O.[Na+].[Na+]. (4) Given the product [CH3:26][C:21]1([CH3:27])[C:22]([CH3:25])([CH3:24])[O:23][B:19]([C:2]2[CH:3]=[C:4]([C:8]3[O:12][C:11]([C:13]4[CH:14]=[N:15][CH:16]=[CH:17][CH:18]=4)=[N:10][N:9]=3)[CH:5]=[CH:6][CH:7]=2)[O:20]1, predict the reactants needed to synthesize it. The reactants are: Br[C:2]1[CH:3]=[C:4]([C:8]2[O:12][C:11]([C:13]3[CH:14]=[N:15][CH:16]=[CH:17][CH:18]=3)=[N:10][N:9]=2)[CH:5]=[CH:6][CH:7]=1.[B:19]1([B:19]2[O:23][C:22]([CH3:25])([CH3:24])[C:21]([CH3:27])([CH3:26])[O:20]2)[O:23][C:22]([CH3:25])([CH3:24])[C:21]([CH3:27])([CH3:26])[O:20]1.ClCCl.C([O-])(=O)C.[K+]. (5) Given the product [CH:6]1([N:8]2[CH2:12][CH2:11][C@H:10]([N:13]3[C:21]4[C:16](=[CH:17][C:18]([C:22]([N:24]5[CH2:25][CH2:26][N:27]([CH:30]([CH3:31])[CH3:32])[CH2:28][CH2:29]5)=[O:23])=[CH:19][CH:20]=4)[CH:15]=[CH:14]3)[CH2:9]2)[CH2:37][CH2:36][CH2:35][CH2:34]1, predict the reactants needed to synthesize it. The reactants are: C(O[C:6]([N:8]1[CH2:12][CH2:11][C@H:10]([N:13]2[C:21]3[C:16](=[CH:17][C:18]([C:22]([N:24]4[CH2:29][CH2:28][N:27]([CH:30]([CH3:32])[CH3:31])[CH2:26][CH2:25]4)=[O:23])=[CH:19][CH:20]=3)[CH:15]=[CH:14]2)[CH2:9]1)=O)(C)(C)C.N1[C:37]2[C:36](=[CH:37][C:34](C(N3CCN(C(C)C)CC3)=O)=[CH:35][CH:36]=2)[CH:35]=[CH:34]1.C(OC(N1CC[C@@H](O)C1)=O)(C)(C)C.C1(=O)CCCC1. (6) Given the product [Br:1][C:2]1[CH:3]=[CH:4][C:5]([O:17][CH2:18][C:19]2[CH:20]=[CH:21][C:22]([Cl:25])=[CH:23][CH:24]=2)=[C:6]([CH2:8][N:9]2[CH2:14][CH2:13][CH:12]([OH:15])[CH:11]([CH3:16])[CH2:10]2)[CH:7]=1, predict the reactants needed to synthesize it. The reactants are: [Br:1][C:2]1[CH:3]=[CH:4][C:5]([O:17][CH2:18][C:19]2[CH:24]=[CH:23][C:22]([Cl:25])=[CH:21][CH:20]=2)=[C:6]([CH2:8][N:9]2[CH2:14][CH2:13][C:12](=[O:15])[CH:11]([CH3:16])[CH2:10]2)[CH:7]=1.[BH4-].[Na+]. (7) Given the product [C:43]([O:42][C:36](=[O:41])[CH:37]([C:27]1[CH:28]=[CH:29][C:30]2[S:34][CH:33]=[CH:32][C:31]=2[CH:35]=1)[C:38]([O:40][C:10]([CH3:11])([CH3:12])[CH3:13])=[O:39])([CH3:46])([CH3:44])[CH3:45], predict the reactants needed to synthesize it. The reactants are: [C:10](P([C:10]([CH3:13])([CH3:12])[CH3:11])[C:10]([CH3:13])([CH3:12])[CH3:11])([CH3:13])([CH3:12])[CH3:11].CCCCCC.C(=O)([O-])[O-].[Cs+].[Cs+].Br[C:27]1[CH:28]=[CH:29][C:30]2[S:34][CH:33]=[CH:32][C:31]=2[CH:35]=1.[C:36]([O:42][C:43]([CH3:46])([CH3:45])[CH3:44])(=[O:41])[CH2:37][C:38]([O-:40])=[O:39].Cl.